Dataset: Catalyst prediction with 721,799 reactions and 888 catalyst types from USPTO. Task: Predict which catalyst facilitates the given reaction. (1) The catalyst class is: 11. Product: [Cl:9][C:6]1[CH:7]=[CH:8][C:2]([CH3:1])=[C:3]([NH:4][C:18](=[NH:19])[C:17]2[CH:20]=[CH:21][C:22]([CH3:23])=[C:15]([CH3:14])[CH:16]=2)[CH:5]=1. Reactant: [CH3:1][C:2]1[CH:8]=[CH:7][C:6]([Cl:9])=[CH:5][C:3]=1[NH2:4].C[Al](C)C.[CH3:14][C:15]1[CH:16]=[C:17]([CH:20]=[CH:21][C:22]=1[CH3:23])[C:18]#[N:19]. (2) Reactant: Cl[C:2]1[C:11]2[C:6](=[N:7][CH:8]=[CH:9][CH:10]=2)[N:5]=[C:4]([CH:12]2[CH2:14][CH2:13]2)[C:3]=1[CH3:15].[O:16]1[CH2:21][CH2:20][N:19]([C:22]2[CH:27]=[C:26]([NH2:28])[C:25]([C:29]3[CH:30]=[N:31][CH:32]=[N:33][CH:34]=3)=[CH:24][N:23]=2)[CH2:18][CH2:17]1.CC(C1C=C(C(C)C)C(C2C=CC=CC=2P(C2CCCCC2)C2CCCCC2)=C(C(C)C)C=1)C.CC(C)([O-])C.[Na+]. Product: [CH:12]1([C:4]2[C:3]([CH3:15])=[C:2]([NH:28][C:26]3[C:25]([C:29]4[CH:34]=[N:33][CH:32]=[N:31][CH:30]=4)=[CH:24][N:23]=[C:22]([N:19]4[CH2:18][CH2:17][O:16][CH2:21][CH2:20]4)[CH:27]=3)[C:11]3[C:6](=[N:7][CH:8]=[CH:9][CH:10]=3)[N:5]=2)[CH2:14][CH2:13]1. The catalyst class is: 101.